This data is from Forward reaction prediction with 1.9M reactions from USPTO patents (1976-2016). The task is: Predict the product of the given reaction. (1) Given the reactants [CH3:1][C:2]1[CH:3]=[C:4]([CH:7]=[C:8]([CH3:21])[C:9]=1[CH2:10][C:11]1[CH:16]=[CH:15][C:14]([OH:17])=[C:13]([CH:18]([CH3:20])[CH3:19])[CH:12]=1)[CH2:5][OH:6].[CH3:22][P:23](=O)([OH:25])[OH:24].N1C=CC=CC=1.CCN=C=NCCCN(C)C, predict the reaction product. The product is: [CH3:1][C:2]1[CH:3]=[C:4]([CH:7]=[C:8]([CH3:21])[C:9]=1[CH2:10][C:11]1[CH:16]=[CH:15][C:14]([OH:17])=[C:13]([CH:18]([CH3:19])[CH3:20])[CH:12]=1)[CH2:5][O:6][P:23]([CH3:22])(=[O:24])[OH:25]. (2) Given the reactants N(C(OCC)=O)=NC(OCC)=O.C1(P(C2C=CC=CC=2)C2C=CC=CC=2)C=CC=CC=1.[Cl:32][C:33]1[CH:34]=[C:35]([C:40]2[CH:41]=[C:42]([C:59]([NH2:61])=[O:60])[C:43]3[NH:44][C:45]4[CH:46]=[C:47]([N:53]5[CH2:58][CH2:57][O:56][CH2:55][CH2:54]5)[CH:48]=[CH:49][C:50]=4[C:51]=3[N:52]=2)[CH:36]=[CH:37][C:38]=1[OH:39].[O:62]1[CH2:67][CH2:66][N:65]([CH2:68][CH2:69]O)[CH2:64][CH2:63]1, predict the reaction product. The product is: [Cl:32][C:33]1[CH:34]=[C:35]([C:40]2[CH:41]=[C:42]([C:59]([NH2:61])=[O:60])[C:43]3[NH:44][C:45]4[CH:46]=[C:47]([N:53]5[CH2:54][CH2:55][O:56][CH2:57][CH2:58]5)[CH:48]=[CH:49][C:50]=4[C:51]=3[N:52]=2)[CH:36]=[CH:37][C:38]=1[O:39][CH2:69][CH2:68][N:65]1[CH2:66][CH2:67][O:62][CH2:63][CH2:64]1. (3) The product is: [Cl:1][C:2]1[CH:7]=[CH:6][C:5]([C:8]2[NH:28][C:27]3[N:26]([N:25]=[CH:24][C:23]=3[C:18]3[CH:19]=[CH:20][CH:21]=[CH:22][N:17]=3)[C:10](=[O:12])[CH:9]=2)=[C:4]([F:16])[CH:3]=1. Given the reactants [Cl:1][C:2]1[CH:7]=[CH:6][C:5]([C:8](=O)[CH2:9][C:10]([O:12]CC)=O)=[C:4]([F:16])[CH:3]=1.[N:17]1[CH:22]=[CH:21][CH:20]=[CH:19][C:18]=1[C:23]1[CH:24]=[N:25][NH:26][C:27]=1[NH2:28].CC1C=CC(S(O)(=O)=O)=CC=1, predict the reaction product.